This data is from Catalyst prediction with 721,799 reactions and 888 catalyst types from USPTO. The task is: Predict which catalyst facilitates the given reaction. (1) Reactant: [CH3:1][C:2]([C@H:4]1[C@@H:8]2[C@@H:9]3[C@@:22]([CH3:25])([CH2:23][CH2:24][C@@:7]2([CH2:31][OH:32])[CH2:6][CH2:5]1)[C@@:21]1([CH3:26])[C@@H:12]([C@:13]2([CH3:30])[C@@H:18]([CH2:19][CH2:20]1)[C:17]([CH3:28])([CH3:27])[C@@H:16]([OH:29])[CH2:15][CH2:14]2)[CH2:11][CH2:10]3)=[CH2:3].C(O)(C(F)(F)F)=O. Product: [CH3:25][C@:22]12[C@:21]3([CH3:26])[CH2:20][CH2:19][C@H:18]4[C:17]([CH3:27])([CH3:28])[C@@H:16]([OH:29])[CH2:15][CH2:14][C@:13]4([CH3:30])[C@H:12]3[CH2:11][CH2:10][C@@H:9]1[C@@H:8]1[C@@:7]3([CH2:31][O:32][C@H:4]1[C:2]([CH3:1])([CH3:3])[CH2:5][CH2:6]3)[CH2:24][CH2:23]2. The catalyst class is: 2. (2) Reactant: [F:1][CH:2]([F:17])[C:3](=O)[C:4](=[CH:9][N:10]1CCCCC1)[C:5]([O:7][CH3:8])=[O:6].O.[NH2:19]N. The catalyst class is: 11. Product: [F:1][CH:2]([F:17])[C:3]1[C:4]([C:5]([O:7][CH3:8])=[O:6])=[CH:9][NH:10][N:19]=1. (3) Reactant: [Cl:1][C:2]1[CH:3]=[C:4]2[C:9](=[CH:10][C:11]=1[OH:12])[O:8][CH:7]=[C:6]([C:13]1[CH:18]=[CH:17][CH:16]=[CH:15][C:14]=1[O:19]C)[C:5]2=[O:21].B(Br)(Br)Br. Product: [Cl:1][C:2]1[CH:3]=[C:4]2[C:9](=[CH:10][C:11]=1[OH:12])[O:8][CH:7]=[C:6]([C:13]1[CH:18]=[CH:17][CH:16]=[CH:15][C:14]=1[OH:19])[C:5]2=[O:21]. The catalyst class is: 2. (4) Reactant: Br[C:2]1[C:7]([CH3:8])=[CH:6][CH:5]=[CH:4][C:3]=1[CH3:9].[F:10][C:11]1[CH:16]=[CH:15][C:14]([CH:17]=[O:18])=[CH:13][C:12]=1B(O)O.C(=O)([O-])[O-].[Na+].[Na+].C(O)C. Product: [F:10][C:11]1[C:12]([C:2]2[C:7]([CH3:8])=[CH:6][CH:5]=[CH:4][C:3]=2[CH3:9])=[CH:13][C:14]([CH:17]=[O:18])=[CH:15][CH:16]=1. The catalyst class is: 11. (5) Reactant: [F:1][C:2]1([F:15])[O:6][C:5]2[CH:7]=[CH:8][C:9]([O:11][CH2:12][O:13][CH3:14])=[CH:10][C:4]=2[O:3]1.[Li]CCCC.CN(CCN(C)C)C.CN(C)[CH:31]=[O:32]. Product: [F:15][C:2]1([F:1])[O:6][C:5]2[CH:7]=[CH:8][C:9]([O:11][CH2:12][O:13][CH3:14])=[C:10]([CH:31]=[O:32])[C:4]=2[O:3]1. The catalyst class is: 7. (6) Reactant: C[Si]([N-][Si](C)(C)C)(C)C.[Li+].F[C:12]1[C:13]([C:18]2[NH:27][C:26](=[O:28])[C:25]3[C:20](=[CH:21][C:22]([O:31][CH3:32])=[CH:23][C:24]=3[O:29][CH3:30])[N:19]=2)=[N:14][CH:15]=[CH:16][CH:17]=1.[CH3:33][N:34]1[CH2:39][CH2:38][CH:37]([NH2:40])[CH2:36][CH2:35]1. Product: [CH3:30][O:29][C:24]1[CH:23]=[C:22]([O:31][CH3:32])[CH:21]=[C:20]2[C:25]=1[C:26](=[O:28])[NH:27][C:18]([C:13]1[C:12]([NH:40][CH:37]3[CH2:38][CH2:39][N:34]([CH3:33])[CH2:35][CH2:36]3)=[CH:17][CH:16]=[CH:15][N:14]=1)=[N:19]2. The catalyst class is: 598.